This data is from Reaction yield outcomes from USPTO patents with 853,638 reactions. The task is: Predict the reaction yield, written as a fraction of the theoretical maximum amount of product (1.0 means a 100% yield; for example, 0.34 means a 34% yield). (1) The yield is 0.650. No catalyst specified. The product is [C:1]([O:4][CH2:5][CH2:6][C:7]1[CH:8]=[CH:9][C:10]([CH2:13][C:14]2[CH:19]=[C:18]([Br:20])[CH:17]=[CH:16][C:15]=2[Cl:21])=[CH:11][CH:12]=1)(=[O:3])[CH3:2]. The reactants are [C:1]([O:4][CH2:5][CH2:6][C:7]1[CH:12]=[CH:11][C:10]([C:13](=O)[C:14]2[CH:19]=[C:18]([Br:20])[CH:17]=[CH:16][C:15]=2[Cl:21])=[CH:9][CH:8]=1)(=[O:3])[CH3:2].B(F)(F)F.C(OCC)C.C([SiH](CC)CC)C. (2) The yield is 0.340. The reactants are [CH:1]1[C:11]2[CH:10]=[CH:9][C:8]3[CH:12]=[CH:13][CH:14]=[CH:15][C:7]=3[NH:6][C:5]=2[CH:4]=[CH:3][CH:2]=1.[OH2:16]. The product is [CH:1]1[C:2](=[O:16])[CH:3]=[CH:4][C:5]2=[N:6][C:7]3[CH:15]=[CH:14][CH:13]=[CH:12][C:8]=3[CH:9]=[CH:10][C:11]=12. The catalyst is CC(C)=O. (3) The reactants are [C:1]([O:5][C:6]([N:8]1[CH2:13][CH2:12][CH2:11][C@H:10]([NH:14][C:15]([C:17]2[C:21]([NH:22][C:23]([NH2:25])=[O:24])=[CH:20][N:19]([C:26]3[CH:31]=[CH:30][CH:29]=[C:28]([F:32])[CH:27]=3)[CH:18]=2)=[O:16])[CH2:9]1)=[O:7])([CH3:4])([CH3:3])[CH3:2].[CH3:33][O:34][CH2:35][CH2:36][CH2:37]N.C(OCC)(=O)C. The catalyst is C(Cl)Cl. The product is [C:1]([O:5][C:6]([N:8]1[CH2:13][CH2:12][CH2:11][C@H:10]([NH:14][C:15]([C:17]2[C:21]([NH:22][C:23]([NH:25][CH2:37][CH2:36][CH2:35][O:34][CH3:33])=[O:24])=[CH:20][N:19]([C:26]3[CH:31]=[CH:30][CH:29]=[C:28]([F:32])[CH:27]=3)[CH:18]=2)=[O:16])[CH2:9]1)=[O:7])([CH3:4])([CH3:2])[CH3:3]. The yield is 0.710. (4) The reactants are Cl[C:2]1[N:6]([CH3:7])[N:5]=[CH:4][C:3]=1[N+:8]([O-:10])=[O:9].[NH2:11][CH2:12][CH2:13][CH2:14][NH:15][C:16](=[O:22])[O:17][C:18]([CH3:21])([CH3:20])[CH3:19].CCN(C(C)C)C(C)C. The catalyst is CCO. The product is [CH3:7][N:6]1[C:2]([NH:11][CH2:12][CH2:13][CH2:14][NH:15][C:16](=[O:22])[O:17][C:18]([CH3:20])([CH3:19])[CH3:21])=[C:3]([N+:8]([O-:10])=[O:9])[CH:4]=[N:5]1. The yield is 0.850. (5) The reactants are Cl.[CH3:2][O:3][C:4]1[CH:16]=[CH:15][C:7]([CH2:8][C@@H:9]([C:11]([O:13][CH3:14])=[O:12])[NH2:10])=[CH:6][CH:5]=1.C(N(CC)CC)C.[CH3:24][O:25][C:26]1[CH:36]=[CH:35][CH:34]=[CH:33][C:27]=1[CH:28]=[CH:29][C:30](O)=[O:31].CCN=C=NCCCN(C)C.Cl. The catalyst is C(Cl)Cl. The product is [CH3:24][O:25][C:26]1[CH:36]=[CH:35][CH:34]=[CH:33][C:27]=1[CH:28]=[CH:29][C:30]([NH:10][C@H:9]([C:11]([O:13][CH3:14])=[O:12])[CH2:8][C:7]1[CH:6]=[CH:5][C:4]([O:3][CH3:2])=[CH:16][CH:15]=1)=[O:31]. The yield is 0.760.